Dataset: HIV replication inhibition screening data with 41,000+ compounds from the AIDS Antiviral Screen. Task: Binary Classification. Given a drug SMILES string, predict its activity (active/inactive) in a high-throughput screening assay against a specified biological target. (1) The compound is COC(=O)C(Cc1nc2ccc(Cl)cc2nc1O)C(=NN)C(=O)Nc1cc(C)c(Cl)cc1S(=O)(=O)O. The result is 0 (inactive). (2) The result is 0 (inactive). The compound is CCCCCCC(=O)CC(=NNC(N)=S)C(=O)NC1C2CC3CC(C2)CC1C3.